From a dataset of Reaction yield outcomes from USPTO patents with 853,638 reactions. Predict the reaction yield, written as a fraction of the theoretical maximum amount of product (1.0 means a 100% yield; for example, 0.34 means a 34% yield). (1) The reactants are [O:1]=[C:2]1[CH:11]=[N:10][C:9]2[C:4](=[CH:5][CH:6]=[C:7]([C:12]([OH:14])=O)[CH:8]=2)[NH:3]1.[NH:15]1[CH2:20][CH2:19][CH2:18][C@@H:17]2[C:21]3[CH:22]=[CH:23][CH:24]=[CH:25][C:26]=3[CH2:27][C@H:16]12.F[P-](F)(F)(F)(F)F.N1(OC(N(C)C)=[N+](C)C)C2N=CC=CC=2N=N1. No catalyst specified. The product is [N:15]1([C:12]([C:7]2[CH:8]=[C:9]3[C:4](=[CH:5][CH:6]=2)[NH:3][C:2](=[O:1])[CH:11]=[N:10]3)=[O:14])[CH2:20][CH2:19][CH2:18][C@@H:17]2[C:21]3[CH:22]=[CH:23][CH:24]=[CH:25][C:26]=3[CH2:27][C@H:16]12. The yield is 0.450. (2) The reactants are [H-].[Na+].[CH3:3][O:4][CH2:5][CH2:6][OH:7].Cl[C:9]1[C:22]2[C:13](=[C:14]3[C:19](=[CH:20][CH:21]=2)[CH:18]=[CH:17][CH:16]=[N:15]3)[N:12]=[C:11]([CH3:23])[CH:10]=1. The catalyst is C1COCC1. The product is [CH3:3][O:4][CH2:5][CH2:6][O:7][C:9]1[C:22]2[C:13](=[C:14]3[C:19](=[CH:20][CH:21]=2)[CH:18]=[CH:17][CH:16]=[N:15]3)[N:12]=[C:11]([CH3:23])[CH:10]=1. The yield is 0.500. (3) The reactants are C(OC([C:8]1[NH:17][C:16]2[CH2:15][CH2:14][CH2:13][N:12]([CH2:18][CH2:19][N:20]3[CH2:25][CH2:24][CH2:23][CH2:22][CH2:21]3)[C:11](=[O:26])[C:10]=2[C:9]=1[CH3:27])=O)(C)(C)C.Cl. The catalyst is C(O)C. The product is [CH3:27][C:9]1[C:10]2[C:11](=[O:26])[N:12]([CH2:18][CH2:19][N:20]3[CH2:25][CH2:24][CH2:23][CH2:22][CH2:21]3)[CH2:13][CH2:14][CH2:15][C:16]=2[NH:17][CH:8]=1. The yield is 0.570. (4) The reactants are [C:1]([C:5]1[C:13]2[O:12][CH:11]([CH2:14][NH2:15])[CH2:10][C:9]=2[CH:8]=[CH:7][CH:6]=1)([CH3:4])([CH3:3])[CH3:2].C(N(C(C)C)CC)(C)C.Cl[C:26]([O:28][CH2:29][C:30]1[CH:35]=[CH:34][CH:33]=[CH:32][CH:31]=1)=[O:27]. No catalyst specified. The product is [C:1]([C:5]1[C:13]2[O:12][CH:11]([CH2:14][NH:15][C:26](=[O:27])[O:28][CH2:29][C:30]3[CH:35]=[CH:34][CH:33]=[CH:32][CH:31]=3)[CH2:10][C:9]=2[CH:8]=[CH:7][CH:6]=1)([CH3:4])([CH3:2])[CH3:3]. The yield is 0.960. (5) The reactants are [OH-].[Na+].[Cl:3][C:4]1[C:9]2[NH:10][C:11]([CH3:13])=[N:12][C:8]=2[CH:7]=[C:6]([C:14]([O:16]C)=[O:15])[CH:5]=1. The catalyst is CO. The product is [Cl:3][C:4]1[C:9]2[NH:10][C:11]([CH3:13])=[N:12][C:8]=2[CH:7]=[C:6]([C:14]([OH:16])=[O:15])[CH:5]=1. The yield is 0.720. (6) The reactants are [CH:1]1([CH2:7][C@H:8]([CH2:12][C:13]([NH:15][CH2:16][CH2:17][NH:18][C:19]2[CH:24]=[CH:23][C:22]([F:25])=[CH:21][CH:20]=2)=[O:14])[C:9]([OH:11])=O)[CH2:6][CH2:5][CH2:4][CH2:3][CH2:2]1.[NH:26]1[CH2:31][CH2:30][O:29][CH2:28][CH2:27]1.CN(C(ON1N=NC2C=CC=NC1=2)=[N+](C)C)C.F[P-](F)(F)(F)(F)F.C(N(C(C)C)CC)(C)C. The catalyst is ClCCl. The product is [CH:1]1([CH2:7][C@@H:8]([C:9]([N:26]2[CH2:31][CH2:30][O:29][CH2:28][CH2:27]2)=[O:11])[CH2:12][C:13]([NH:15][CH2:16][CH2:17][NH:18][C:19]2[CH:24]=[CH:23][C:22]([F:25])=[CH:21][CH:20]=2)=[O:14])[CH2:2][CH2:3][CH2:4][CH2:5][CH2:6]1. The yield is 0.400.